The task is: Predict the reaction yield, written as a fraction of the theoretical maximum amount of product (1.0 means a 100% yield; for example, 0.34 means a 34% yield).. This data is from Reaction yield outcomes from USPTO patents with 853,638 reactions. (1) The reactants are [CH3:1][CH2:2][O-:3].[Na+].[CH2:5]([O:7][C:8]([C:10]1[C:11](Cl)=[N:12][C:13]2[C:18]([C:19]=1[CH3:20])=[CH:17][CH:16]=[C:15]([C:21]([F:24])([F:23])[F:22])[CH:14]=2)=[O:9])[CH3:6]. The catalyst is CCO.O.CCOC(C)=O. The product is [CH2:5]([O:7][C:8]([C:10]1[C:11]([O:3][CH2:2][CH3:1])=[N:12][C:13]2[C:18]([C:19]=1[CH3:20])=[CH:17][CH:16]=[C:15]([C:21]([F:24])([F:23])[F:22])[CH:14]=2)=[O:9])[CH3:6]. The yield is 0.970. (2) The reactants are CC(C)([O-])C.[K+].[CH3:7][C:8](=[N:10][OH:11])[CH3:9].F[C:13]1[CH:18]=[C:17]([O:19][CH3:20])[CH:16]=[CH:15][C:14]=1[C:21]([C:23]1[CH:32]=[CH:31][C:30]2[C:25](=[CH:26][CH:27]=[C:28]([O:33][CH3:34])[CH:29]=2)[CH:24]=1)=[O:22].[Cl-].[NH4+]. The catalyst is C1COCC1. The product is [CH3:20][O:19][C:17]1[CH:16]=[CH:15][C:14]([C:21]([C:23]2[CH:32]=[CH:31][C:30]3[C:25](=[CH:26][CH:27]=[C:28]([O:33][CH3:34])[CH:29]=3)[CH:24]=2)=[O:22])=[C:13]([O:11][N:10]=[C:8]([CH3:9])[CH3:7])[CH:18]=1. The yield is 0.950. (3) The reactants are [C:1]([CH2:9][C:10](=O)[C:11]1[CH:16]=[CH:15][CH:14]=[CH:13][CH:12]=1)(=[O:8])[C:2]1[CH:7]=[CH:6][CH:5]=[CH:4][CH:3]=1.[C:18]([O:22]C)(=[O:21])[CH:19]=[CH2:20].CC(C)([O-])C.[K+].Cl.[OH-].[Na+].C[N:34](C)C=O. The catalyst is CO. The product is [C:11]1([C:10]2[C:9]([CH2:20][CH2:19][C:18]([OH:22])=[O:21])=[C:1]([C:2]3[CH:7]=[CH:6][CH:5]=[CH:4][CH:3]=3)[O:8][N:34]=2)[CH:16]=[CH:15][CH:14]=[CH:13][CH:12]=1. The yield is 0.330. (4) The reactants are [C:1]([O:5][C:6](=[O:23])[N:7]([CH2:20][CH2:21][OH:22])[CH2:8][CH:9](O)[C:10]1[CH:15]=[CH:14][C:13]([N+:16]([O-:18])=[O:17])=[CH:12][CH:11]=1)([CH3:4])([CH3:3])[CH3:2].C1(P(C2C=CC=CC=2)C2C=CC=CC=2)C=CC=CC=1.C(N(CC)CC)C.CC(OC(/N=N/C(OC(C)(C)C)=O)=O)(C)C. The catalyst is C1(C)C=CC=CC=1. The product is [C:1]([O:5][C:6]([N:7]1[CH2:20][CH2:21][O:22][CH:9]([C:10]2[CH:15]=[CH:14][C:13]([N+:16]([O-:18])=[O:17])=[CH:12][CH:11]=2)[CH2:8]1)=[O:23])([CH3:4])([CH3:3])[CH3:2]. The yield is 0.680.